Regression. Given a peptide amino acid sequence and an MHC pseudo amino acid sequence, predict their binding affinity value. This is MHC class I binding data. From a dataset of Peptide-MHC class I binding affinity with 185,985 pairs from IEDB/IMGT. (1) The peptide sequence is GEGPGINPI. The MHC is HLA-A26:01 with pseudo-sequence HLA-A26:01. The binding affinity (normalized) is 0.213. (2) The MHC is HLA-B07:02 with pseudo-sequence HLA-B07:02. The binding affinity (normalized) is 0.186. The peptide sequence is QLQCHQIAI. (3) The peptide sequence is DRTDLEHDRV. The MHC is Mamu-B08 with pseudo-sequence Mamu-B08. The binding affinity (normalized) is 0.164. (4) The binding affinity (normalized) is 0. The peptide sequence is AAHARFVAA. The MHC is HLA-A03:01 with pseudo-sequence HLA-A03:01.